Task: Predict the product of the given reaction.. Dataset: Forward reaction prediction with 1.9M reactions from USPTO patents (1976-2016) (1) Given the reactants [CH3:1][C:2]1[CH:3]=[CH:4][C:5]([C:8]2[N:16]=[C:15]3[N:10]([CH:11]=[C:12]([CH3:17])[CH:13]=[CH:14]3)[C:9]=2[CH2:18][C:19]([N:21]([CH3:23])[CH3:22])=[O:20])=[CH:6][CH:7]=1.C(O)(C(O)=O)C(O)C(O)=O, predict the reaction product. The product is: [CH3:1][C:2]1[CH:7]=[CH:6][C:5]([C:8]2[N:16]=[C:15]3[N:10]([CH:11]=[C:12]([CH3:17])[CH:13]=[CH:14]3)[C:9]=2[CH2:18][C:19]([N:21]([CH3:22])[CH3:23])=[O:20])=[CH:4][CH:3]=1. (2) Given the reactants [NH2:1][CH2:2][C:3]1[CH:4]=[C:5]([CH:19]=[C:20]([Br:22])[CH:21]=1)[CH2:6][O:7][C:8]1[CH:13]=[CH:12][CH:11]=[CH:10][C:9]=1[CH2:14][C:15]([O:17][CH3:18])=[O:16].[F:23][C:24]([F:34])([F:33])[C:25]([C:27]1[CH:32]=[CH:31][CH:30]=[CH:29][CH:28]=1)=O.[BH3-]C#N.[Na+], predict the reaction product. The product is: [Br:22][C:20]1[CH:19]=[C:5]([CH:4]=[C:3]([CH2:2][NH:1][CH:25]([C:27]2[CH:32]=[CH:31][CH:30]=[CH:29][CH:28]=2)[C:24]([F:33])([F:23])[F:34])[CH:21]=1)[CH2:6][O:7][C:8]1[CH:13]=[CH:12][CH:11]=[CH:10][C:9]=1[CH2:14][C:15]([O:17][CH3:18])=[O:16]. (3) Given the reactants [BH4-].[Na+].[F:3][C:4]([F:13])([F:12])[CH:5]1[CH2:10][CH2:9][C:8](=[O:11])[CH2:7][CH2:6]1, predict the reaction product. The product is: [F:3][C:4]([F:12])([F:13])[CH:5]1[CH2:6][CH2:7][CH:8]([OH:11])[CH2:9][CH2:10]1. (4) Given the reactants [NH2:1][C:2]1[CH:7]=[CH:6][C:5]([Br:8])=[CH:4][C:3]=1[C:9](=[O:11])[CH3:10].[S:12]1[CH:16]=[CH:15][C:14]([Li])=[CH:13]1, predict the reaction product. The product is: [NH2:1][C:2]1[CH:7]=[CH:6][C:5]([Br:8])=[CH:4][C:3]=1[C:9]([C:14]1[CH:15]=[CH:16][S:12][CH:13]=1)([OH:11])[CH3:10]. (5) Given the reactants Cl[C:2]1[CH:7]=[CH:6][N:5]=[C:4]2[CH:8]=[C:9]([CH3:11])[S:10][C:3]=12.[OH:12][C:13]1[CH:14]=[CH:15][C:16]2[C:20]([C:21]([O-:23])=[O:22])=[C:19]([CH3:24])[S:18][C:17]=2[CH:25]=1.[C:26]([O-])([O-])=O.[Cs+].[Cs+], predict the reaction product. The product is: [CH3:24][C:19]1[S:18][C:17]2[CH:25]=[C:13]([O:12][C:2]3[CH:7]=[CH:6][N:5]=[C:4]4[CH:8]=[C:9]([CH3:11])[S:10][C:3]=34)[CH:14]=[CH:15][C:16]=2[C:20]=1[C:21]([O:23][CH3:26])=[O:22]. (6) Given the reactants [CH2:1]([O:8][C:9]1[C:14](=[O:15])[CH:13]=[C:12]([CH:16]([OH:21])[C:17]([F:20])([F:19])[F:18])[N:11]([CH3:22])[C:10]=1[CH2:23]O)[C:2]1[CH:7]=[CH:6][CH:5]=[CH:4][CH:3]=1.S(Cl)([Cl:27])=O, predict the reaction product. The product is: [CH2:1]([O:8][C:9]1[C:14](=[O:15])[CH:13]=[C:12]([CH:16]([OH:21])[C:17]([F:20])([F:19])[F:18])[N:11]([CH3:22])[C:10]=1[CH2:23][Cl:27])[C:2]1[CH:7]=[CH:6][CH:5]=[CH:4][CH:3]=1. (7) Given the reactants [CH2:1]([O:8][C:9]1[CH:10]=[CH:11][C:12]2[C:13]3[S:21][C:20]([CH2:22][CH2:23][CH3:24])=[N:19][C:14]=3[CH:15]=[N:16][C:17]=2[CH:18]=1)[C:2]1[CH:7]=[CH:6][CH:5]=[CH:4][CH:3]=1.ClC1C=C(C=CC=1)C(OO)=[O:30], predict the reaction product. The product is: [CH2:1]([O:8][C:9]1[CH:10]=[CH:11][C:12]2[C:13]3[S:21][C:20]([CH2:22][CH2:23][CH3:24])=[N:19][C:14]=3[CH:15]=[N+:16]([O-:30])[C:17]=2[CH:18]=1)[C:2]1[CH:3]=[CH:4][CH:5]=[CH:6][CH:7]=1. (8) Given the reactants [F:1][C:2]([F:47])([F:46])[C:3]1[CH:4]=[C:5]([CH:43]=[CH:44][CH:45]=1)[CH2:6][NH:7][C:8]([C:10]1[CH:15]=[CH:14][N:13]=[C:12]([C:16]2[CH:21]=[C:20]([F:22])[CH:19]=[CH:18][C:17]=2[NH:23][C:24]([C:26]2[CH:27]=[C:28]([CH:40]=[CH:41][CH:42]=2)[CH2:29][S:30][CH2:31][CH2:32][C:33]([O:35]C(C)(C)C)=[O:34])=[O:25])[CH:11]=1)=[O:9].FC(F)(F)C(O)=O, predict the reaction product. The product is: [F:46][C:2]([F:1])([F:47])[C:3]1[CH:4]=[C:5]([CH:43]=[CH:44][CH:45]=1)[CH2:6][NH:7][C:8]([C:10]1[CH:15]=[CH:14][N:13]=[C:12]([C:16]2[CH:21]=[C:20]([F:22])[CH:19]=[CH:18][C:17]=2[NH:23][C:24]([C:26]2[CH:27]=[C:28]([CH:40]=[CH:41][CH:42]=2)[CH2:29][S:30][CH2:31][CH2:32][C:33]([OH:35])=[O:34])=[O:25])[CH:11]=1)=[O:9].